From a dataset of Full USPTO retrosynthesis dataset with 1.9M reactions from patents (1976-2016). Predict the reactants needed to synthesize the given product. (1) Given the product [F:38][C:34]1[N:33]=[C:32]([N:31]2[C:25]3[CH:24]=[C:23]([C:2]4[N:7]=[C:6]([NH:8][CH2:9][C:10]5[CH:15]=[CH:14][C:13]([O:16][CH3:17])=[CH:12][CH:11]=5)[CH:5]=[N:4][CH:3]=4)[N:28]=[CH:27][C:26]=3[CH:29]=[N:30]2)[CH:37]=[CH:36][CH:35]=1, predict the reactants needed to synthesize it. The reactants are: Br[C:2]1[N:7]=[C:6]([NH:8][CH2:9][C:10]2[CH:15]=[CH:14][C:13]([O:16][CH3:17])=[CH:12][CH:11]=2)[CH:5]=[N:4][CH:3]=1.C([Sn](CCCC)(CCCC)[C:23]1[N:28]=[CH:27][C:26]2[CH:29]=[N:30][N:31]([C:32]3[CH:37]=[CH:36][CH:35]=[C:34]([F:38])[N:33]=3)[C:25]=2[CH:24]=1)CCC.C1(P(C2CCCCC2)C2CCCCC2)CCCCC1. (2) The reactants are: [OH:1][N:2]1[C:7]([CH3:9])([CH3:8])[CH2:6][CH:5](O)[CH2:4][C:3]1([CH3:12])[CH3:11].N(OC(C)(C)C)=O.[CH2:20]([O:23][C:24]1[CH:30]=[CH:29][CH:28]=[CH:27][C:25]=1N)[CH:21]=[CH2:22]. Given the product [O:23]1[C:24]2[CH:30]=[CH:29][CH:28]=[CH:27][C:25]=2[CH:21]([CH2:22][O:1][N:2]2[C:7]([CH3:9])([CH3:8])[CH2:6][CH2:5][CH2:4][C:3]2([CH3:12])[CH3:11])[CH2:20]1, predict the reactants needed to synthesize it. (3) Given the product [F:49][C:50]1[CH:58]=[CH:57][CH:56]=[C:55]([F:59])[C:51]=1[C:52]([NH:46][C@H:42]1[CH2:43][CH2:44][CH2:45][C@@H:41]1[NH:40][C:37]1[CH:36]=[N:35][C:34]([C:33]([F:32])([F:47])[F:48])=[CH:39][N:38]=1)=[O:53], predict the reactants needed to synthesize it. The reactants are: N1(C2C=CC=CC=2C(N[C@H]2CCC[C@@H]2NC2C=NC(C(F)(F)F)=CN=2)=O)C=CC=N1.Cl.[F:32][C:33]([F:48])([F:47])[C:34]1[N:35]=[CH:36][C:37]([NH:40][C@H:41]2[CH2:45][CH2:44][CH2:43][C@@H:42]2[NH2:46])=[N:38][CH:39]=1.[F:49][C:50]1[CH:58]=[CH:57][CH:56]=[C:55]([F:59])[C:51]=1[C:52](O)=[O:53]. (4) Given the product [Br:1][C:2]1[C:6]2=[N:7][CH:8]=[CH:9][CH:10]=[C:5]2[N:4]([CH:11]2[CH2:14][CH2:13][CH2:12]2)[N:3]=1, predict the reactants needed to synthesize it. The reactants are: [Br:1][C:2]1[C:6]2=[N:7][CH:8]=[CH:9][CH:10]=[C:5]2[NH:4][N:3]=1.[CH:11]1(Br)[CH2:14][CH2:13][CH2:12]1.C([O-])([O-])=O.[Cs+].[Cs+].O.